From a dataset of Reaction yield outcomes from USPTO patents with 853,638 reactions. Predict the reaction yield, written as a fraction of the theoretical maximum amount of product (1.0 means a 100% yield; for example, 0.34 means a 34% yield). (1) The reactants are C[O:2][C:3](=[O:32])[C:4]1[CH:9]=[CH:8][C:7]([CH2:10][N:11]2[CH:15]=[C:14]([C:16]3[CH:21]=[CH:20][C:19]([Cl:22])=[CH:18][C:17]=3[Cl:23])[N:13]=[C:12]2[CH2:24][C:25]2[CH:30]=[CH:29][C:28]([NH2:31])=[CH:27][CH:26]=2)=[CH:6][CH:5]=1.[CH3:33][O:34][C:35]1[CH:40]=[CH:39][C:38]([O:41][CH3:42])=[CH:37][C:36]=1[S:43](Cl)(=[O:45])=[O:44]. No catalyst specified. The product is [Cl:23][C:17]1[CH:18]=[C:19]([Cl:22])[CH:20]=[CH:21][C:16]=1[C:14]1[N:13]=[C:12]([CH2:24][C:25]2[CH:26]=[CH:27][C:28]([NH:31][S:43]([C:36]3[CH:37]=[C:38]([O:41][CH3:42])[CH:39]=[CH:40][C:35]=3[O:34][CH3:33])(=[O:45])=[O:44])=[CH:29][CH:30]=2)[N:11]([CH2:10][C:7]2[CH:6]=[CH:5][C:4]([C:3]([OH:32])=[O:2])=[CH:9][CH:8]=2)[CH:15]=1. The yield is 0.690. (2) The reactants are N12CCCN=C1CCC[CH2:3][CH2:2]2.[NH2:12][C:13]1[N:14]=[CH:15][C:16]([C:28]2[NH:32][N:31]=[C:30]([CH:33]3[CH2:38][CH2:37][N:36]([C:39]([O:41][C:42]([CH3:45])([CH3:44])[CH3:43])=[O:40])[CH2:35][CH2:34]3)[N:29]=2)=[N:17][C:18]=1[C:19]1[O:20][C:21]([C:24]([CH3:27])([CH3:26])[CH3:25])=[N:22][N:23]=1.ICC. The catalyst is O. The product is [NH2:12][C:13]1[N:14]=[CH:15][C:16]([C:28]2[N:32]([CH2:2][CH3:3])[N:31]=[C:30]([CH:33]3[CH2:38][CH2:37][N:36]([C:39]([O:41][C:42]([CH3:45])([CH3:44])[CH3:43])=[O:40])[CH2:35][CH2:34]3)[N:29]=2)=[N:17][C:18]=1[C:19]1[O:20][C:21]([C:24]([CH3:26])([CH3:27])[CH3:25])=[N:22][N:23]=1. The yield is 0.730. (3) The reactants are OS(O)(=O)=O.[C:6]([OH:15])(=[O:14])[C:7]1[C:8](=[CH:10][CH:11]=[CH:12][CH:13]=1)[OH:9].O.[CH3:17]O. No catalyst specified. The product is [OH:9][C:8]1[CH:10]=[CH:11][CH:12]=[CH:13][C:7]=1[C:6]([O:15][CH3:17])=[O:14]. The yield is 0.980. (4) The product is [NH2:1][C:2]1[C:3]([C:17]([O:19][CH3:20])=[O:18])=[N:4][C:5]([C:8]2[CH:13]=[CH:12][CH:11]=[C:10]([CH2:14][O:28][CH2:21][C:22]3[CH:27]=[CH:26][CH:25]=[CH:24][CH:23]=3)[CH:9]=2)=[CH:6][N:7]=1. The catalyst is [Ag]=O. The reactants are [NH2:1][C:2]1[CH:3]([C:17]([O:19][CH3:20])=[O:18])[N:4](C)[C:5]([C:8]2[CH:13]=[CH:12][CH:11]=[C:10]([CH2:14]Cl)[CH:9]=2)=[CH:6][N:7]=1.[CH2:21]([OH:28])[C:22]1[CH:27]=[CH:26][CH:25]=[CH:24][CH:23]=1. The yield is 0.280. (5) The reactants are [I:1][C:2]1[CH:3]=[C:4]([C:12]2[N:16]=[C:15]([C:17]3[CH:18]=[CH:19][C:20]([O:25][CH2:26][CH2:27][CH3:28])=[C:21]([CH:24]=3)[C:22]#[N:23])[O:14][N:13]=2)[CH:5]=[CH:6][C:7]=1[O:8]C(C)C.ClC1C=C(C2ON=C(C3C=CC(OC(C)C)=C(I)C=3)N=2)C=CC=1OCCC. No catalyst specified. The product is [OH:8][C:7]1[CH:6]=[CH:5][C:4]([C:12]2[N:16]=[C:15]([C:17]3[CH:18]=[CH:19][C:20]([O:25][CH2:26][CH2:27][CH3:28])=[C:21]([CH:24]=3)[C:22]#[N:23])[O:14][N:13]=2)=[CH:3][C:2]=1[I:1]. The yield is 0.740. (6) The catalyst is C(O)C.O. The product is [CH:54]1([CH2:49][NH:30][C:29]([C:26]2[CH:27]=[C:28]3[C:23](=[CH:24][CH:25]=2)[NH:22][N:21]=[C:20]3[C:15]2[CH:14]=[CH:13][C:12]3[C:17](=[CH:18][CH:19]=[C:10]([O:9][CH2:8][CH:4]4[CH2:5][CH2:6][CH2:7][N:3]4[CH2:1][CH3:2])[CH:11]=3)[CH:16]=2)=[O:64])[CH2:52][CH2:53]1. The yield is 0.620. The reactants are [CH2:1]([N:3]1[CH2:7][CH2:6][CH2:5][CH:4]1[CH2:8][O:9][C:10]1[CH:11]=[C:12]2[C:17](=[CH:18][CH:19]=1)[CH:16]=[C:15]([C:20]1[C:28]3[C:23](=[CH:24][CH:25]=[C:26]([C:29]#[N:30])[CH:27]=3)[N:22](C3CCCCO3)[N:21]=1)[CH:14]=[CH:13]2)[CH3:2].[OH-].[K+].F[P-](F)(F)(F)(F)F.N1(OC(N(C)C)=[N+](C)C)C2C=[CH:52][CH:53]=[CH:54][C:49]=2N=N1.O.[OH:64]N1C2C=CC=CC=2N=N1.C(N(CC)CC)C.NCC1CC1. (7) The reactants are Br[C:2]1[S:6][C:5]2[CH:7]=[CH:8][CH:9]=[CH:10][C:4]=2[CH:3]=1.[N:11]1[CH:16]=[CH:15][CH:14]=[CH:13][CH:12]=1.[Cu]C#N.C(N)CN. The catalyst is CN(C)C=O.O. The product is [C:12]([C:10]1[C:4]2[CH:3]=[CH:2][S:6][C:5]=2[CH:7]=[CH:8][CH:9]=1)#[N:11].[C:16]([C:15]1[CH:14]=[CH:13][C:12]2[CH:3]=[CH:2][S:6][C:5]=2[CH:4]=1)#[N:11]. The yield is 0.390. (8) The catalyst is CN(C1C=CN=CC=1)C.O. The yield is 0.820. The reactants are [Br:1][C:2]1[CH:10]=[C:9]2[C:5]([C:6]([I:11])=[N:7][NH:8]2)=[CH:4][CH:3]=1.C(Cl)Cl.[Cl:15][C:16]1[CH:24]=[CH:23][CH:22]=[C:21]([C:25]([F:28])([F:27])[F:26])[C:17]=1[C:18](Cl)=[O:19]. The product is [Br:1][C:2]1[CH:10]=[C:9]2[C:5]([C:6]([I:11])=[N:7][N:8]2[C:18]([C:17]2[C:21]([C:25]([F:26])([F:27])[F:28])=[CH:22][CH:23]=[CH:24][C:16]=2[Cl:15])=[O:19])=[CH:4][CH:3]=1.